Dataset: Forward reaction prediction with 1.9M reactions from USPTO patents (1976-2016). Task: Predict the product of the given reaction. (1) Given the reactants [CH3:1][Si:2]([CH3:14])([CH3:13])[CH2:3][CH2:4][O:5][CH2:6][N:7]1[CH:11]=[C:10]([OH:12])[CH:9]=[N:8]1.[C:15]([O-])([O-])=O.[Cs+].[Cs+].CI, predict the reaction product. The product is: [CH3:15][O:12][C:10]1[CH:9]=[N:8][N:7]([CH2:6][O:5][CH2:4][CH2:3][Si:2]([CH3:14])([CH3:13])[CH3:1])[CH:11]=1. (2) Given the reactants C(OC([N:8]1[CH2:13][CH2:12][CH:11]([CH2:14][CH2:15][CH2:16][C:17]2[CH:22]=[CH:21][C:20]([C:23]([F:26])([F:25])[F:24])=[CH:19][CH:18]=2)[CH2:10][CH2:9]1)=O)(C)(C)C.FC(F)(F)C(O)=O, predict the reaction product. The product is: [F:25][C:23]([F:24])([F:26])[C:20]1[CH:19]=[CH:18][C:17]([CH2:16][CH2:15][CH2:14][CH:11]2[CH2:10][CH2:9][NH:8][CH2:13][CH2:12]2)=[CH:22][CH:21]=1. (3) The product is: [CH3:31][C:15]1([CH3:14])[O:20][C:19]2[CH:21]=[C:22](/[CH:25]=[CH:26]/[C:27]([N:2]([CH3:1])[CH2:3][C:4]3[C:8]4[CH:9]=[CH:10][CH:11]=[CH:12][C:7]=4[O:6][C:5]=3[CH3:13])=[O:29])[CH:23]=[N:24][C:18]=2[NH:17][C:16]1=[O:30]. Given the reactants [CH3:1][NH:2][CH2:3][C:4]1[C:8]2[CH:9]=[CH:10][CH:11]=[CH:12][C:7]=2[O:6][C:5]=1[CH3:13].[CH3:14][C:15]1([CH3:31])[O:20][C:19]2[CH:21]=[C:22]([CH:25]=[CH:26][C:27]([OH:29])=O)[CH:23]=[N:24][C:18]=2[NH:17][C:16]1=[O:30], predict the reaction product. (4) Given the reactants [CH3:1][O:2][C:3](=[O:36])[C:4]1[CH:9]=[C:8]([C:10]2[CH:15]=[CH:14][C:13]([F:16])=[CH:12][CH:11]=2)[C:7]([CH:17]([CH3:19])[CH3:18])=[N:6][C:5]=1[N:20]1[CH2:25][CH2:24][N:23](CC2C=CC(OC)=CC=2)[C@H:22]([CH3:35])[CH2:21]1, predict the reaction product. The product is: [F:16][C:13]1[CH:14]=[CH:15][C:10]([C:8]2[C:7]([CH:17]([CH3:19])[CH3:18])=[N:6][C:5]([N:20]3[CH2:25][CH2:24][NH:23][C@H:22]([CH3:35])[CH2:21]3)=[C:4]([CH:9]=2)[C:3]([O:2][CH3:1])=[O:36])=[CH:11][CH:12]=1. (5) Given the reactants Cl[C:2]1[N:10]([C:11]2[CH:16]=[CH:15][CH:14]=[CH:13][CH:12]=2)[C:9]2[C:4](=[N:5][CH:6]=[C:7]([CH3:17])[CH:8]=2)[C:3]=1[CH:18]=[O:19].[F:20][C:21]1[CH:22]=[CH:23][C:24]([CH3:28])=[C:25]([OH:27])[CH:26]=1, predict the reaction product. The product is: [F:20][C:21]1[CH:22]=[CH:23][C:24]([CH3:28])=[C:25]([CH:26]=1)[O:27][C:2]1[N:10]([C:11]2[CH:16]=[CH:15][CH:14]=[CH:13][CH:12]=2)[C:9]2[C:4](=[N:5][CH:6]=[C:7]([CH3:17])[CH:8]=2)[C:3]=1[CH:18]=[O:19]. (6) Given the reactants [Cl:1][C:2]1[N:3]=[C:4]([C:9]([NH:11][C@H:12]2[CH2:17][CH2:16][N:15]([C:18]3[S:19][C:20]([C:23]([O:25]CC)=[O:24])=[CH:21][N:22]=3)[CH2:14][C@H:13]2[O:28][CH2:29][C:30]([F:33])([F:32])[CH3:31])=[O:10])[NH:5][C:6]=1[CH2:7][CH3:8].[OH-].[Li+], predict the reaction product. The product is: [Cl:1][C:2]1[N:3]=[C:4]([C:9]([NH:11][C@H:12]2[CH2:17][CH2:16][N:15]([C:18]3[S:19][C:20]([C:23]([OH:25])=[O:24])=[CH:21][N:22]=3)[CH2:14][C@H:13]2[O:28][CH2:29][C:30]([F:33])([F:32])[CH3:31])=[O:10])[NH:5][C:6]=1[CH2:7][CH3:8]. (7) Given the reactants [CH2:1]([O:3][C:4]1[CH:9]=[CH:8][C:7]([C:10]#[C:11][C:12]2[CH:17]=[CH:16][C:15]([CH:18]([NH2:20])[CH3:19])=[CH:14][CH:13]=2)=[CH:6][CH:5]=1)[CH3:2].C([O-])([O-])=O.[Na+].[Na+].Cl[C:28]([O:30][CH3:31])=[O:29], predict the reaction product. The product is: [CH3:31][O:30][C:28](=[O:29])[NH:20][CH:18]([C:15]1[CH:14]=[CH:13][C:12]([C:11]#[C:10][C:7]2[CH:8]=[CH:9][C:4]([O:3][CH2:1][CH3:2])=[CH:5][CH:6]=2)=[CH:17][CH:16]=1)[CH3:19]. (8) Given the reactants [NH2:1][C@@H:2]([CH:22]1[CH2:24][CH2:23]1)[C:3]1[N:12]([C:13]2[CH:18]=[CH:17][CH:16]=[C:15]([F:19])[CH:14]=2)[C:11](=[O:20])[C:10]2[C:5](=[CH:6][CH:7]=[CH:8][C:9]=2[F:21])[N:4]=1.[NH2:25][C:26]1[N:31]=[C:30]([NH2:32])[C:29]([C:33]#[N:34])=[C:28](Cl)[N:27]=1.C(N(C(C)C)CC)(C)C, predict the reaction product. The product is: [NH2:25][C:26]1[N:31]=[C:30]([NH2:32])[C:29]([C:33]#[N:34])=[C:28]([NH:1][CH:2]([CH:22]2[CH2:23][CH2:24]2)[C:3]2[N:12]([C:13]3[CH:18]=[CH:17][CH:16]=[C:15]([F:19])[CH:14]=3)[C:11](=[O:20])[C:10]3[C:5](=[CH:6][CH:7]=[CH:8][C:9]=3[F:21])[N:4]=2)[N:27]=1. (9) Given the reactants CN(C)/[CH:3]=[CH:4]/[C:5]([C:7]1[C:12](=[O:13])[CH:11]=[CH:10][N:9]([C:14]2[CH:19]=[CH:18][CH:17]=[C:16]([S:20]([N:23]3[CH2:28][CH2:27][CH2:26][CH2:25][CH2:24]3)(=[O:22])=[O:21])[CH:15]=2)[N:8]=1)=O.[F:30][C:31]1[CH:36]=[CH:35][CH:34]=[CH:33][C:32]=1[NH:37][NH2:38], predict the reaction product. The product is: [F:30][C:31]1[CH:36]=[CH:35][CH:34]=[CH:33][C:32]=1[N:37]1[C:5]([C:7]2[C:12](=[O:13])[CH:11]=[CH:10][N:9]([C:14]3[CH:19]=[CH:18][CH:17]=[C:16]([S:20]([N:23]4[CH2:28][CH2:27][CH2:26][CH2:25][CH2:24]4)(=[O:21])=[O:22])[CH:15]=3)[N:8]=2)=[CH:4][CH:3]=[N:38]1. (10) Given the reactants [F:1][C:2]([F:34])([F:33])[C:3]1[CH:28]=[C:27]([C:29]([F:32])([F:31])[F:30])[CH:26]=[CH:25][C:4]=1[CH2:5][N:6]1[C:14]2[C:9](=[CH:10][C:11]([CH:15]=[C:16]3[S:20][C:19](SCC)=[N:18][C:17]3=[O:24])=[CH:12][CH:13]=2)[CH:8]=[N:7]1.[NH:35]1[CH2:38][CH:37]([N:39]2[CH2:44][C@H:43]([CH3:45])[O:42][C@H:41]([CH3:46])[CH2:40]2)[CH2:36]1, predict the reaction product. The product is: [F:34][C:2]([F:33])([F:1])[C:3]1[CH:28]=[C:27]([C:29]([F:31])([F:32])[F:30])[CH:26]=[CH:25][C:4]=1[CH2:5][N:6]1[C:14]2[C:9](=[CH:10][C:11]([CH:15]=[C:16]3[S:20][C:19]([N:35]4[CH2:38][CH:37]([N:39]5[CH2:44][C@H:43]([CH3:45])[O:42][C@H:41]([CH3:46])[CH2:40]5)[CH2:36]4)=[N:18][C:17]3=[O:24])=[CH:12][CH:13]=2)[CH:8]=[N:7]1.